From a dataset of hERG potassium channel inhibition data for cardiac toxicity prediction from Karim et al.. Regression/Classification. Given a drug SMILES string, predict its toxicity properties. Task type varies by dataset: regression for continuous values (e.g., LD50, hERG inhibition percentage) or binary classification for toxic/non-toxic outcomes (e.g., AMES mutagenicity, cardiotoxicity, hepatotoxicity). Dataset: herg_karim. (1) The compound is Fc1ccc(-c2[nH]c3cc(F)ccc3c2C2CCC[N+]C2)cc1. The result is 1 (blocker). (2) The compound is Oc1ccc(CC[NH+]2CCC(Nc3nc4ccccc4n3Cc3ccc(F)cc3)CC2)cc1. The result is 1 (blocker). (3) The molecule is Clc1ccc2c(c1)N=C(N1CC[NH2+]CC1)c1ccccc1N2. The result is 1 (blocker). (4) The drug is O=C(/C=C/c1cccc(S(=O)(=O)Nc2ccccc2)c1)NO. The result is 0 (non-blocker). (5) The result is 0 (non-blocker). The molecule is COc1ccc2c(C)cc(=O)n(CCN3CCC(NCc4cc5c(cn4)OCCO5)CC3)c2c1. (6) The drug is CSc1ccc([C@H]2N=C(OCc3ccc(NS(C)(=O)=O)cc3)N(C)Cc3ccccc32)cc1. The result is 0 (non-blocker). (7) The result is 1 (blocker). The molecule is Cc1ncc(-c2nnc(CCCCN3CC4C[C@]4(c4ccc(C(F)(F)F)cc4)C3)n2C)s1. (8) The molecule is Fc1ccc(Cn2c([C@@H]3CCCN(C4CCCCC4)C3)nc3ccccc32)cc1. The result is 1 (blocker).